Dataset: NCI-60 drug combinations with 297,098 pairs across 59 cell lines. Task: Regression. Given two drug SMILES strings and cell line genomic features, predict the synergy score measuring deviation from expected non-interaction effect. (1) Drug 1: COCCOC1=C(C=C2C(=C1)C(=NC=N2)NC3=CC=CC(=C3)C#C)OCCOC. Drug 2: C1=CC(=C(C=C1I)F)NC2=C(C=CC(=C2F)F)C(=O)NOCC(CO)O. Cell line: UACC62. Synergy scores: CSS=60.4, Synergy_ZIP=-0.513, Synergy_Bliss=-2.04, Synergy_Loewe=1.66, Synergy_HSA=4.27. (2) Drug 1: C1CN1C2=NC(=NC(=N2)N3CC3)N4CC4. Drug 2: CC1C(C(CC(O1)OC2CC(CC3=C2C(=C4C(=C3O)C(=O)C5=CC=CC=C5C4=O)O)(C(=O)C)O)N)O. Cell line: HT29. Synergy scores: CSS=39.0, Synergy_ZIP=0.913, Synergy_Bliss=2.08, Synergy_Loewe=-0.128, Synergy_HSA=4.89. (3) Drug 1: CCCS(=O)(=O)NC1=C(C(=C(C=C1)F)C(=O)C2=CNC3=C2C=C(C=N3)C4=CC=C(C=C4)Cl)F. Drug 2: CC1=C2C(C(=O)C3(C(CC4C(C3C(C(C2(C)C)(CC1OC(=O)C(C(C5=CC=CC=C5)NC(=O)C6=CC=CC=C6)O)O)OC(=O)C7=CC=CC=C7)(CO4)OC(=O)C)O)C)OC(=O)C. Cell line: 786-0. Synergy scores: CSS=49.2, Synergy_ZIP=7.34, Synergy_Bliss=10.4, Synergy_Loewe=-9.84, Synergy_HSA=11.1. (4) Drug 1: CC1=C(C=C(C=C1)NC(=O)C2=CC=C(C=C2)CN3CCN(CC3)C)NC4=NC=CC(=N4)C5=CN=CC=C5. Drug 2: C1CN(P(=O)(OC1)NCCCl)CCCl. Cell line: OVCAR3. Synergy scores: CSS=-7.81, Synergy_ZIP=1.89, Synergy_Bliss=0.706, Synergy_Loewe=-2.86, Synergy_HSA=-2.47. (5) Drug 1: CS(=O)(=O)CCNCC1=CC=C(O1)C2=CC3=C(C=C2)N=CN=C3NC4=CC(=C(C=C4)OCC5=CC(=CC=C5)F)Cl. Drug 2: CC1C(C(CC(O1)OC2CC(OC(C2O)C)OC3=CC4=CC5=C(C(=O)C(C(C5)C(C(=O)C(C(C)O)O)OC)OC6CC(C(C(O6)C)O)OC7CC(C(C(O7)C)O)OC8CC(C(C(O8)C)O)(C)O)C(=C4C(=C3C)O)O)O)O. Cell line: K-562. Synergy scores: CSS=52.4, Synergy_ZIP=3.96, Synergy_Bliss=-2.09, Synergy_Loewe=-33.1, Synergy_HSA=-9.73. (6) Drug 1: CC1C(C(CC(O1)OC2CC(CC3=C2C(=C4C(=C3O)C(=O)C5=C(C4=O)C(=CC=C5)OC)O)(C(=O)CO)O)N)O.Cl. Drug 2: C1CC(=O)NC(=O)C1N2C(=O)C3=CC=CC=C3C2=O. Cell line: RPMI-8226. Synergy scores: CSS=17.2, Synergy_ZIP=-5.23, Synergy_Bliss=-0.943, Synergy_Loewe=-5.56, Synergy_HSA=2.10. (7) Drug 1: C1CCC(CC1)NC(=O)N(CCCl)N=O. Drug 2: CS(=O)(=O)OCCCCOS(=O)(=O)C. Cell line: HCT116. Synergy scores: CSS=35.4, Synergy_ZIP=-3.17, Synergy_Bliss=-0.823, Synergy_Loewe=-3.99, Synergy_HSA=2.05.